The task is: Predict which catalyst facilitates the given reaction.. This data is from Catalyst prediction with 721,799 reactions and 888 catalyst types from USPTO. Reactant: [C:1]1([C:7]2([NH:10][S:11]([C:14]3[C:19]([CH3:20])=[CH:18][C:17]([CH3:21])=[CH:16][C:15]=3[CH3:22])(=[O:13])=[O:12])[CH2:9][CH2:8]2)[CH:6]=[CH:5][CH:4]=[CH:3][CH:2]=1.Br[CH2:24][CH2:25][CH2:26][CH2:27][N:28]1[C:32](=[O:33])[C:31]2=[CH:34][CH:35]=[CH:36][CH:37]=[C:30]2[C:29]1=[O:38].[H-].[Na+]. Product: [C:19]1([CH3:20])[CH:18]=[C:17]([CH3:21])[CH:16]=[C:15]([CH3:22])[C:14]=1[S:11]([N:10]([CH2:24][CH2:25][CH2:26][CH2:27][N:28]1[C:32](=[O:33])[C:31]2=[CH:34][CH:35]=[CH:36][CH:37]=[C:30]2[C:29]1=[O:38])[C:7]1([C:1]2[CH:6]=[CH:5][CH:4]=[CH:3][CH:2]=2)[CH2:9][CH2:8]1)(=[O:13])=[O:12]. The catalyst class is: 3.